Dataset: Full USPTO retrosynthesis dataset with 1.9M reactions from patents (1976-2016). Task: Predict the reactants needed to synthesize the given product. (1) Given the product [CH2:1]([N:8]([CH2:15][C:16]1[CH:17]=[CH:18][CH:19]=[CH:20][CH:21]=1)[C:9]1([C:12]([N:30]([O:29][CH3:25])[CH3:31])=[O:13])[CH2:10][CH2:11]1)[C:2]1[CH:3]=[CH:4][CH:5]=[CH:6][CH:7]=1, predict the reactants needed to synthesize it. The reactants are: [CH2:1]([N:8]([CH2:15][C:16]1[CH:21]=[CH:20][CH:19]=[CH:18][CH:17]=1)[C:9]1([C:12](O)=[O:13])[CH2:11][CH2:10]1)[C:2]1[CH:7]=[CH:6][CH:5]=[CH:4][CH:3]=1.CN([C:25]([O:29][N:30]1N=NC2C=CC=N[C:31]1=2)=[N+](C)C)C.F[P-](F)(F)(F)(F)F.Cl.CNOC.C(N(C(C)C)CC)(C)C. (2) Given the product [Cl:1][C:2]1[CH:7]=[CH:6][C:5]([N:8]2[CH2:17][C:16]3[C:12]4=[C:13]([C:23](=[O:27])[N:24]([CH3:26])[CH:25]=[C:11]4[C:10]4[CH:28]=[C:29]([CH2:32][S:33]([CH3:36])(=[O:35])=[O:34])[CH:30]=[CH:31][C:9]2=4)[NH:14][C:15]=3[C:18]([OH:20])=[O:19])=[CH:4][CH:3]=1, predict the reactants needed to synthesize it. The reactants are: [Cl:1][C:2]1[CH:7]=[CH:6][C:5]([N:8]2[CH2:17][C:16]3[C:12]4=[C:13]([C:23](=[O:27])[N:24]([CH3:26])[CH:25]=[C:11]4[C:10]4[CH:28]=[C:29]([CH2:32][S:33]([CH3:36])(=[O:35])=[O:34])[CH:30]=[CH:31][C:9]2=4)[NH:14][C:15]=3[C:18]([O:20]CC)=[O:19])=[CH:4][CH:3]=1.[Li+].[OH-]. (3) Given the product [O:42]=[C:36]1[C:35]2[C:40](=[CH:41][C:32]([C:2]#[C:1][C:3]3[CH:4]=[C:5]([CH:27]=[CH:28][C:29]=3[CH3:30])[C:6]([NH:8][C:9]3[CH:14]=[CH:13][C:12]([CH2:15][N:16]4[CH2:17][CH2:18][N:19]([CH3:22])[CH2:20][CH2:21]4)=[C:11]([C:23]([F:25])([F:24])[F:26])[CH:10]=3)=[O:7])=[CH:33][CH:34]=2)[N:39]=[CH:38][NH:37]1, predict the reactants needed to synthesize it. The reactants are: [C:1]([C:3]1[CH:4]=[C:5]([CH:27]=[CH:28][C:29]=1[CH3:30])[C:6]([NH:8][C:9]1[CH:14]=[CH:13][C:12]([CH2:15][N:16]2[CH2:21][CH2:20][N:19]([CH3:22])[CH2:18][CH2:17]2)=[C:11]([C:23]([F:26])([F:25])[F:24])[CH:10]=1)=[O:7])#[CH:2].Br[C:32]1[CH:41]=[C:40]2[C:35]([C:36](=[O:42])[NH:37][CH:38]=[N:39]2)=[CH:34][CH:33]=1. (4) Given the product [CH3:10][O:9][C:7]([N:1]1[CH2:3][CH2:4][O:5][CH2:11][NH:2]1)=[O:8], predict the reactants needed to synthesize it. The reactants are: [NH:1]([CH2:3][CH2:4][OH:5])[NH2:2].Cl[C:7]([O:9][CH3:10])=[O:8].[CH2:11]=O. (5) The reactants are: [N:1]1[C:5]2=[CH:6][CH:7]=[C:8]([C:10]([OH:12])=[O:11])[CH2:9][C:4]2=[N:3][N:2]=1.[CH2:13](Br)[CH:14]=[CH2:15].C(=O)([O-])[O-].[K+].[K+]. Given the product [CH2:15]([N:1]1[C:5]2[CH:6]=[CH:7][C:8]([C:10]([OH:12])=[O:11])=[CH:9][C:4]=2[N:3]=[N:2]1)[CH:14]=[CH2:13], predict the reactants needed to synthesize it. (6) Given the product [NH2:61][C:2]1[CH:3]=[C:4]2[C@@:15]3([CH2:20][CH2:19][O:18]/[C:17](=[N:21]\[C:22](=[O:29])[C:23]4[CH:28]=[CH:27][CH:26]=[CH:25][CH:24]=4)/[NH:16]3)[C:14]3[CH:13]=[C:12]([Cl:30])[N:11]=[C:10]([F:31])[C:9]=3[O:8][C:5]2=[CH:6][CH:7]=1, predict the reactants needed to synthesize it. The reactants are: Br[C:2]1[CH:3]=[C:4]2[C@@:15]3([CH2:20][CH2:19][O:18]/[C:17](=[N:21]\[C:22](=[O:29])[C:23]4[CH:28]=[CH:27][CH:26]=[CH:25][CH:24]=4)/[NH:16]3)[C:14]3[CH:13]=[C:12]([Cl:30])[N:11]=[C:10]([F:31])[C:9]=3[O:8][C:5]2=[CH:6][CH:7]=1.C1CCC(P(C2C(C3C=CC=CC=3)=CC=CC=2)C2CCCCC2)CC1.C[Si]([N-:61][Si](C)(C)C)(C)C.[Li+].